From a dataset of Catalyst prediction with 721,799 reactions and 888 catalyst types from USPTO. Predict which catalyst facilitates the given reaction. (1) Reactant: [CH2:1]([S:3]([C:6]1[CH:7]=[C:8]([C:28]([OH:30])=O)[C:9]2[NH:13][C:12]([NH:14][C:15]([C:17]3[N:18]=[CH:19][C:20]4[C:25]([CH:26]=3)=[CH:24][CH:23]=[CH:22][CH:21]=4)=[O:16])=[N:11][C:10]=2[CH:27]=1)(=[O:5])=[O:4])[CH3:2].CN(C(ON1N=NC2C=CC=CC1=2)=[N+](C)C)C.F[P-](F)(F)(F)(F)F.CCN(C(C)C)C(C)C.S(O)(O)(=O)=O.[NH2:69][C:70]1[NH:71][CH:72]=[CH:73][N:74]=1. Product: [CH2:1]([S:3]([C:6]1[CH:7]=[C:8]([C:28](=[O:30])[NH:69][C:70]2[NH:71][CH:72]=[CH:73][N:74]=2)[C:9]2[NH:13][C:12]([NH:14][C:15]([C:17]3[N:18]=[CH:19][C:20]4[C:25]([CH:26]=3)=[CH:24][CH:23]=[CH:22][CH:21]=4)=[O:16])=[N:11][C:10]=2[CH:27]=1)(=[O:5])=[O:4])[CH3:2]. The catalyst class is: 163. (2) Reactant: [CH3:1][N:2]1[CH2:7][CH2:6][N:5]([C:8]2[N:13]=[C:12]([C:14]3[C:22]4[C:17](=[CH:18][CH:19]=[C:20]([C:23]5[S:24][C:25](S(C)(=O)=O)=[N:26][N:27]=5)[CH:21]=4)[N:16](C(OC(C)(C)C)=O)[CH:15]=3)[CH:11]=[CH:10][CH:9]=2)[CH2:4][CH2:3]1.[NH3:39].CCOC(C)=O. Product: [CH3:1][N:2]1[CH2:7][CH2:6][N:5]([C:8]2[N:13]=[C:12]([C:14]3[C:22]4[C:17](=[CH:18][CH:19]=[C:20]([C:23]5[S:24][C:25]([NH2:39])=[N:26][N:27]=5)[CH:21]=4)[NH:16][CH:15]=3)[CH:11]=[CH:10][CH:9]=2)[CH2:4][CH2:3]1. The catalyst class is: 16. (3) Reactant: [F:1][C:2]1[CH:7]=[CH:6][C:5]([C:8]2[C:17]([N:18]3[CH2:22][CH2:21][CH2:20][C@@H:19]3[CH3:23])=[N:16][C:15]3[C:10](=[CH:11][C:12]([O:28]C)=[C:13]([C:24]([O:26][CH3:27])=[O:25])[CH:14]=3)[N:9]=2)=[CH:4][CH:3]=1.B(Br)(Br)Br. Product: [F:1][C:2]1[CH:7]=[CH:6][C:5]([C:8]2[C:17]([N:18]3[CH2:22][CH2:21][CH2:20][C@@H:19]3[CH3:23])=[N:16][C:15]3[C:10](=[CH:11][C:12]([OH:28])=[C:13]([C:24]([O:26][CH3:27])=[O:25])[CH:14]=3)[N:9]=2)=[CH:4][CH:3]=1. The catalyst class is: 4. (4) Reactant: [Cl:1][C:2]1[CH:7]=[C:6]([S:8][C:9]([F:15])([F:14])[C:10]([F:13])([F:12])[F:11])[CH:5]=[CH:4][C:3]=1[N:16]([CH3:30])[C:17]([NH:19][C:20](=[O:29])[C:21]1[C:26]([F:27])=[CH:25][CH:24]=[CH:23][C:22]=1[F:28])=[O:18].[H-].[Na+].[CH3:33]I.[Cl-].[NH4+]. Product: [Cl:1][C:2]1[CH:7]=[C:6]([S:8][C:9]([F:15])([F:14])[C:10]([F:12])([F:11])[F:13])[CH:5]=[CH:4][C:3]=1[N:16]([CH3:30])[C:17]([N:19]([C:20](=[O:29])[C:21]1[C:22]([F:28])=[CH:23][CH:24]=[CH:25][C:26]=1[F:27])[CH3:33])=[O:18]. The catalyst class is: 264. (5) Reactant: Cl[C:2]1[N:7]=[C:6]([CH2:8][CH2:9][C:10]2[CH:15]=[CH:14][CH:13]=[CH:12][C:11]=2[C:16]2([C:19]([NH2:21])=[O:20])[CH2:18][CH2:17]2)[C:5]([Cl:22])=[CH:4][N:3]=1.C([O-])([O-])=O.[Cs+].[Cs+].[NH2:29][C:30]1[CH:31]=[N:32][N:33]([CH:35]2[CH2:38][N:37]([C:39]([O:41][C:42]([CH3:45])([CH3:44])[CH3:43])=[O:40])[CH2:36]2)[CH:34]=1.CC1(C)C2C(=C(P(C3C=CC=CC=3)C3C=CC=CC=3)C=CC=2)OC2C(P(C3C=CC=CC=3)C3C=CC=CC=3)=CC=CC1=2. Product: [C:19]([C:16]1([C:11]2[CH:12]=[CH:13][CH:14]=[CH:15][C:10]=2[CH2:9][CH2:8][C:6]2[C:5]([Cl:22])=[CH:4][N:3]=[C:2]([NH:29][C:30]3[CH:31]=[N:32][N:33]([CH:35]4[CH2:38][N:37]([C:39]([O:41][C:42]([CH3:45])([CH3:44])[CH3:43])=[O:40])[CH2:36]4)[CH:34]=3)[N:7]=2)[CH2:18][CH2:17]1)(=[O:20])[NH2:21]. The catalyst class is: 12. (6) Reactant: [Cl:1][C:2]1[CH:7]=[CH:6][C:5]([OH:8])=[C:4]([N+:9]([O-:11])=[O:10])[CH:3]=1.C(=O)([O-])[O-].[K+].[K+].Cl[CH2:19][C:20]([N:22]1[CH2:27][CH2:26][O:25][CH2:24][CH2:23]1)=[O:21]. Product: [Cl:1][C:2]1[CH:7]=[CH:6][C:5]([O:8][CH2:19][C:20]([N:22]2[CH2:27][CH2:26][O:25][CH2:24][CH2:23]2)=[O:21])=[C:4]([N+:9]([O-:11])=[O:10])[CH:3]=1. The catalyst class is: 39. (7) Reactant: Cl[CH2:2][C:3]([NH:5][C:6]1[CH:11]=[CH:10][CH:9]=[CH:8][C:7]=1[CH:12]=O)=[O:4].[OH2:14].[OH-].[K+]. Product: [OH:4][C:3]1[C:2]([OH:14])=[CH:12][C:7]2[C:6](=[CH:11][CH:10]=[CH:9][CH:8]=2)[N:5]=1. The catalyst class is: 5.